Dataset: Forward reaction prediction with 1.9M reactions from USPTO patents (1976-2016). Task: Predict the product of the given reaction. (1) Given the reactants [Br:1][C:2]1[CH:3]=[CH:4][C:5]([S:8](Cl)(=[O:10])=[O:9])=[N:6][CH:7]=1.[NH2:12][CH2:13][CH2:14][OH:15].CCN(C(C)C)C(C)C, predict the reaction product. The product is: [Br:1][C:2]1[CH:3]=[CH:4][C:5]([S:8]([NH:12][CH2:13][CH2:14][OH:15])(=[O:10])=[O:9])=[N:6][CH:7]=1. (2) Given the reactants C(N(CCC)[C:5]1[CH:10]=[CH:9][C:8]([NH:11][C:12](=[O:27])[C:13]2[CH:18]=[CH:17][C:16]([CH2:19][NH:20][CH2:21][C:22]3[NH:23][CH:24]=[CH:25][N:26]=3)=[CH:15][CH:14]=2)=[CH:7][CH:6]=1)CC.[N:31]1[C:40]2[C:35](=[CH:36][CH:37]=[CH:38][CH:39]=2)[CH:34]=[CH:33][C:32]=1[CH:41]=O.[C:43]([BH3-])#[N:44].[Na+].[OH-].[Na+], predict the reaction product. The product is: [CH2:6]([N:44]([CH2:43][C:5]1[CH:6]=[CH:7][C:8]([NH:11][C:12](=[O:27])[C:13]2[CH:14]=[CH:15][C:16]([CH2:19][N:20]([CH2:21][C:22]3[NH:26][CH:25]=[CH:24][N:23]=3)[CH2:41][C:32]3[CH:33]=[CH:34][C:35]4[C:40](=[CH:39][CH:38]=[CH:37][CH:36]=4)[N:31]=3)=[CH:17][CH:18]=2)=[CH:9][CH:10]=1)[CH2:7][CH2:8][CH3:9])[CH2:5][CH3:10]. (3) Given the reactants CC1(C)C(C)(C)OB([C:9]2[CH:30]=[CH:29][C:12]([O:13][CH2:14][CH2:15][CH:16]3[CH2:21][CH2:20][N:19]([C:22]([O:24][C:25]([CH3:28])([CH3:27])[CH3:26])=[O:23])[CH2:18][CH2:17]3)=[C:11]([C:31]([F:34])([F:33])[F:32])[CH:10]=2)O1.[NH2:36][C:37]1[C:38]([C:46]#[N:47])=[N:39][C:40](Cl)=[CH:41][C:42]=1[NH:43][CH3:44].C1(P(C2CCCCC2)C2CCCCC2)CCCCC1.O1CCOCC1, predict the reaction product. The product is: [NH2:36][C:37]1[C:42]([NH:43][CH3:44])=[CH:41][C:40]([C:9]2[CH:30]=[CH:29][C:12]([O:13][CH2:14][CH2:15][CH:16]3[CH2:17][CH2:18][N:19]([C:22]([O:24][C:25]([CH3:26])([CH3:28])[CH3:27])=[O:23])[CH2:20][CH2:21]3)=[C:11]([C:31]([F:32])([F:33])[F:34])[CH:10]=2)=[N:39][C:38]=1[C:46]#[N:47]. (4) Given the reactants C[Mg]I.[Mg].[CH3:5]I.[N:7]1[C:16]2[C:11](=[CH:12][C:13](C(OC)=O)=[CH:14][CH:15]=2)[CH:10]=[CH:9][CH:8]=1.C([O:23][CH2:24][CH3:25])C, predict the reaction product. The product is: [N:7]1[C:16]2[C:11](=[CH:12][C:13]([C:24]([OH:23])([CH3:25])[CH3:5])=[CH:14][CH:15]=2)[CH:10]=[CH:9][CH:8]=1. (5) Given the reactants [CH:1]([O:4][C:5]1[CH:16]=[CH:15][C:8]([C:9]([O:11]C(C)C)=[O:10])=[CH:7][N:6]=1)([CH3:3])[CH3:2].[OH-].[Na+], predict the reaction product. The product is: [CH:1]([O:4][C:5]1[CH:16]=[CH:15][C:8]([C:9]([OH:11])=[O:10])=[CH:7][N:6]=1)([CH3:3])[CH3:2].